From a dataset of M1 muscarinic receptor antagonist screen with 61,756 compounds. Binary Classification. Given a drug SMILES string, predict its activity (active/inactive) in a high-throughput screening assay against a specified biological target. (1) The result is 0 (inactive). The compound is Brc1cc(C(C)C)ccc1OCc1onc(n1)c1ncccc1. (2) The drug is Fc1cc2c(NC(=O)C=3OCCOC3)c([nH]c2cc1)C(OCC)=O. The result is 0 (inactive). (3) The molecule is O1CCN(CC1)Cc1ccc(cc1)C(=O)NCc1ccc(cc1)C. The result is 0 (inactive). (4) The molecule is S(=O)(=O)(N(c1ccc(OC)cc1)CC(OC)=O)c1c(onc1C)C. The result is 0 (inactive). (5) The result is 0 (inactive). The drug is Brc1cc(Cn2ccc(NC3CCCC3)nc2=O)ccc1. (6) The drug is O1c2c(OCC1)ccc(NC(=O)Cc1c3c(n(c1C(O)=O)C)cccc3)c2. The result is 0 (inactive). (7) The molecule is S1CC(=O)N(CC(=O)Nc2cc3OCCOc3cc2)C1=O. The result is 0 (inactive). (8) The molecule is s1c(C(=O)N2CCN(CC2)c2c(F)cccc2)c(n2c1nc(c2)c1ccccc1)C. The result is 0 (inactive). (9) The compound is O=C(N1CCN(CC1)c1ccc(NC(=O)c2ccccc2)cc1)CCC. The result is 0 (inactive). (10) The compound is s1c(NC(=O)c2c(occ2)C)nc(c1)C. The result is 0 (inactive).